This data is from Full USPTO retrosynthesis dataset with 1.9M reactions from patents (1976-2016). The task is: Predict the reactants needed to synthesize the given product. (1) Given the product [NH2:15][C:12]1[CH:13]=[CH:14][C:8]2[O:7][CH:6]=[CH:10][C:9]=2[CH:11]=1.[Cl:20][CH2:19][CH2:12][NH2:15], predict the reactants needed to synthesize it. The reactants are: C(OC([C:6]1[O:7][C:8]2[CH:14]=[CH:13][C:12]([N+:15]([O-])=O)=[CH:11][C:9]=2[CH:10]=1)=O)C.Cl[CH2:19][Cl:20]. (2) Given the product [Cl:1][C:2]1[CH:11]=[CH:10][C:9]([F:12])=[C:8]2[C:3]=1[CH:4]=[C:5]([C:29]1[C:30]([NH2:35])=[N:31][CH:32]=[CH:33][CH:34]=1)[N:6]=[CH:7]2, predict the reactants needed to synthesize it. The reactants are: [Cl:1][C:2]1[CH:11]=[CH:10][C:9]([F:12])=[C:8]2[C:3]=1[CH:4]=[C:5](OS(C(F)(F)F)(=O)=O)[N:6]=[CH:7]2.CC1(C)C(C)(C)OB([C:29]2[C:30]([NH2:35])=[N:31][CH:32]=[CH:33][CH:34]=2)O1.C([O-])([O-])=O.[Cs+].[Cs+]. (3) Given the product [C:37]1([N:27]2[C:28]([CH2:30][CH2:31][C:32]([OH:34])=[O:33])=[CH:29][C:25]([O:13][CH2:12][CH2:11][CH2:10][CH2:9][C:8]3[C:4]([CH2:1][CH2:2][CH3:3])=[N:5][N:6]([C:14]4[CH:19]=[CH:18][C:17]([C:20]([F:22])([F:21])[F:23])=[CH:16][N:15]=4)[CH:7]=3)=[N:26]2)[CH:42]=[CH:41][CH:40]=[CH:39][CH:38]=1, predict the reactants needed to synthesize it. The reactants are: [CH2:1]([C:4]1[C:8]([CH2:9][CH2:10][CH2:11][CH2:12][OH:13])=[CH:7][N:6]([C:14]2[CH:19]=[CH:18][C:17]([C:20]([F:23])([F:22])[F:21])=[CH:16][N:15]=2)[N:5]=1)[CH2:2][CH3:3].O[C:25]1[CH:29]=[C:28]([CH2:30][CH2:31][C:32]([O:34]CC)=[O:33])[N:27]([C:37]2[CH:42]=[CH:41][CH:40]=[CH:39][CH:38]=2)[N:26]=1.C(P(CCCC)CCCC)CCC.N(C(N1CCCCC1)=O)=NC(N1CCCCC1)=O.